This data is from Reaction yield outcomes from USPTO patents with 853,638 reactions. The task is: Predict the reaction yield, written as a fraction of the theoretical maximum amount of product (1.0 means a 100% yield; for example, 0.34 means a 34% yield). (1) The reactants are CCOCC.[H-].[Al+3].[Li+].[H-].[H-].[H-].[N:12]1[CH:17]=[CH:16][C:15]([CH:18]([CH3:23])[CH2:19][C:20]([NH2:22])=O)=[CH:14][CH:13]=1.[OH-].[Na+]. The catalyst is C(Cl)Cl.C(OCC)(=O)C. The product is [N:12]1[CH:17]=[CH:16][C:15]([CH:18]([CH3:23])[CH2:19][CH2:20][NH2:22])=[CH:14][CH:13]=1. The yield is 0.750. (2) The reactants are C(O[CH2:5][C:6]1[N:10]2[C:11]3[CH:30]=[CH:29][CH:28]=[CH:27][C:12]=3[O:13][C:14]3([CH2:19][CH2:18][N:17](CC4C=CC=CC=4)[CH2:16][CH2:15]3)[C:9]2=[CH:8][CH:7]=1)(=O)C.C(O)(=O)C. The catalyst is C(OCC)(=O)C.[Pd]. The product is [CH3:5][C:6]1[N:10]2[C:11]3[CH:30]=[CH:29][CH:28]=[CH:27][C:12]=3[O:13][C:14]3([CH2:15][CH2:16][NH:17][CH2:18][CH2:19]3)[C:9]2=[CH:8][CH:7]=1. The yield is 0.340. (3) The reactants are C[CH2:2][N:3]([CH:7]([CH3:9])[CH3:8])[CH:4]([CH3:6])C.N1CCC1.[Br:14][C:15]1[CH:20]=[CH:19]C(C(Cl)C)=[CH:17][CH:16]=1. The catalyst is CC#N. The product is [Br:14][C:15]1[CH:20]=[CH:19][C:9]([CH:7]([N:3]2[CH2:2][CH2:6][CH2:4]2)[CH3:8])=[CH:17][CH:16]=1. The yield is 0.870. (4) The reactants are [C:1]1([CH:7]([CH3:11])[C:8](O)=[O:9])[CH:6]=[CH:5][CH:4]=[CH:3][CH:2]=1.CN([CH:15]=[O:16])C.[CH2:17](N(CC)CC)[CH3:18].[CH2:24](Cl)Cl. The catalyst is C(Cl)(=O)C(Cl)=O. The product is [CH2:17]([O:9][C:8]1[C:7]([CH3:11])([C:1]2[CH:6]=[CH:5][CH:4]=[CH:3][CH:2]=2)[C:15](=[O:16])[CH:24]=1)[CH3:18]. The yield is 0.450. (5) The reactants are Br[C:2]1[C:7]2[S:8][C:9]([C:11]3[C:16]([F:17])=[CH:15][N:14]=[C:13]([NH:18][CH2:19][CH2:20][N:21]4[CH:25]=[CH:24][N:23]=[N:22]4)[N:12]=3)=[CH:10][C:6]=2[CH:5]=[CH:4][CH:3]=1.[B:26]1([B:26]2[O:30][C:29]([CH3:32])([CH3:31])[C:28]([CH3:34])([CH3:33])[O:27]2)[O:30][C:29]([CH3:32])([CH3:31])[C:28]([CH3:34])([CH3:33])[O:27]1.C([O-])(=O)C.[K+]. The catalyst is CS(C)=O.C(Cl)(Cl)Cl.CC(O)C.C1C=CC(P(C2C=CC=CC=2)[C-]2C=CC=C2)=CC=1.C1C=CC(P(C2C=CC=CC=2)[C-]2C=CC=C2)=CC=1.Cl[Pd]Cl.[Fe+2]. The product is [F:17][C:16]1[C:11]([C:9]2[S:8][C:7]3[C:2]([B:26]4[O:30][C:29]([CH3:32])([CH3:31])[C:28]([CH3:34])([CH3:33])[O:27]4)=[CH:3][CH:4]=[CH:5][C:6]=3[CH:10]=2)=[N:12][C:13]([NH:18][CH2:19][CH2:20][N:21]2[CH:25]=[CH:24][N:23]=[N:22]2)=[N:14][CH:15]=1. The yield is 0.810. (6) The reactants are [CH3:1][Li].[Br:3][C:4]1[CH:5]=[C:6]([CH:10]=[C:11]([F:13])[CH:12]=1)[C:7]([OH:9])=O. The catalyst is C(OCC)C. The product is [Br:3][C:4]1[CH:5]=[C:6]([C:7](=[O:9])[CH3:1])[CH:10]=[C:11]([F:13])[CH:12]=1. The yield is 0.940.